From a dataset of Forward reaction prediction with 1.9M reactions from USPTO patents (1976-2016). Predict the product of the given reaction. (1) Given the reactants [NH2:1][CH2:2][C:3]1[S:7][C:6]([C:8]2[CH:13]=[CH:12][C:11]([C@@H:14]([OH:24])[C@H:15]([NH:18][C:19](=[O:23])[CH:20]([Cl:22])[Cl:21])[CH2:16][F:17])=[CH:10][CH:9]=2)=[CH:5][CH:4]=1.C(N(CC)CC)C.[CH3:32][S:33](Cl)(=[O:35])=[O:34], predict the reaction product. The product is: [Cl:21][CH:20]([Cl:22])[C:19]([NH:18][C@H:15]([CH2:16][F:17])[C@H:14]([OH:24])[C:11]1[CH:10]=[CH:9][C:8]([C:6]2[S:7][C:3]([CH2:2][NH:1][S:33]([CH3:32])(=[O:35])=[O:34])=[CH:4][CH:5]=2)=[CH:13][CH:12]=1)=[O:23]. (2) Given the reactants [CH3:1][O:2][C:3]1[CH:27]=[C:26]([O:28][CH3:29])[CH:25]=[CH:24][C:4]=1[CH2:5][NH:6][C:7]1[C:16]2[C:11](=[C:12]([C:21]([OH:23])=O)[CH:13]=[C:14]([C:17]#[C:18][CH2:19][OH:20])[CH:15]=2)[N:10]=[CH:9][N:8]=1.CCN(C(C)C)C(C)C.CN(C(ON1N=NC2C=CC=NC1=2)=[N+](C)C)C.F[P-](F)(F)(F)(F)F.[NH2:63][C:64]1[C:65]([F:78])=[C:66]([NH:71][S:72]([CH2:75][CH2:76][CH3:77])(=[O:74])=[O:73])[CH:67]=[CH:68][C:69]=1[F:70], predict the reaction product. The product is: [F:78][C:65]1[C:66]([NH:71][S:72]([CH2:75][CH2:76][CH3:77])(=[O:74])=[O:73])=[CH:67][CH:68]=[C:69]([F:70])[C:64]=1[NH:63][C:21]([C:12]1[CH:13]=[C:14]([C:17]#[C:18][CH2:19][OH:20])[CH:15]=[C:16]2[C:11]=1[N:10]=[CH:9][N:8]=[C:7]2[NH:6][CH2:5][C:4]1[CH:24]=[CH:25][C:26]([O:28][CH3:29])=[CH:27][C:3]=1[O:2][CH3:1])=[O:23].